The task is: Predict the product of the given reaction.. This data is from Forward reaction prediction with 1.9M reactions from USPTO patents (1976-2016). Given the reactants [S:1]([NH2:5])([NH2:4])(=[O:3])=[O:2].Cl[C:7](Cl)([O:15][C:16]1[CH:21]=[CH:20][CH:19]=[CH:18][CH:17]=1)[O:8][C:9]1[CH:14]=[CH:13][CH:12]=[CH:11][CH:10]=1, predict the reaction product. The product is: [S:1]([N:5]=[C:7]([O:8][C:9]1[CH:14]=[CH:13][CH:12]=[CH:11][CH:10]=1)[O:15][C:16]1[CH:21]=[CH:20][CH:19]=[CH:18][CH:17]=1)(=[O:3])(=[O:2])[NH2:4].